Dataset: Full USPTO retrosynthesis dataset with 1.9M reactions from patents (1976-2016). Task: Predict the reactants needed to synthesize the given product. (1) Given the product [ClH:1].[Cl:1][C:2]1[C:7]([NH:8][NH2:9])=[CH:6][CH:5]=[CH:4][N:3]=1, predict the reactants needed to synthesize it. The reactants are: [Cl:1][C:2]1[C:7]([NH2:8])=[CH:6][CH:5]=[CH:4][N:3]=1.[N:9]([O-])=O.[Na+].[Sn](Cl)Cl.[OH-].[Na+]. (2) Given the product [F:25][C:22]([F:23])([F:24])[C:21]([NH:20][C@H:19]1[C@@H:13]2[N:14]([C:15]3[C:5]([C:2]#[N:3])=[CH:6][CH:7]=[CH:8][C:9]=3[O:10][C:11]3[CH:30]=[CH:29][CH:28]=[CH:27][C:12]=32)[CH2:16][CH2:17][CH2:18]1)=[O:26], predict the reactants needed to synthesize it. The reactants are: [Cu][C:2]#[N:3].Br[C:5]1[C:15]2[N:14]3[CH2:16][CH2:17][CH2:18][C@@H:19]([NH:20][C:21](=[O:26])[C:22]([F:25])([F:24])[F:23])[C@H:13]3[C:12]3[CH:27]=[CH:28][CH:29]=[CH:30][C:11]=3[O:10][C:9]=2[CH:8]=[CH:7][CH:6]=1.O. (3) Given the product [CH2:1]([N:4]([CH2:42][CH2:43][CH3:44])[CH2:5][C@H:6]([NH:8][C:9]([C:11]1[CH:16]=[CH:15][C:14]([CH:17]2[CH2:21][CH2:20][C@:19]([C:34]3[CH:39]=[CH:38][CH:37]=[C:36]([F:40])[C:35]=3[CH3:41])([C:22]([OH:24])=[O:23])[CH2:18]2)=[CH:13][CH:12]=1)=[O:10])[CH3:7])[CH2:2][CH3:3], predict the reactants needed to synthesize it. The reactants are: [CH2:1]([N:4]([CH2:42][CH2:43][CH3:44])[CH2:5][C@H:6]([NH:8][C:9]([C:11]1[CH:16]=[CH:15][C:14]([C:17]2[CH2:21][CH2:20][C@:19]([C:34]3[CH:39]=[CH:38][CH:37]=[C:36]([F:40])[C:35]=3[CH3:41])([C:22]([O:24]CC3C=CC(OC)=CC=3)=[O:23])[CH:18]=2)=[CH:13][CH:12]=1)=[O:10])[CH3:7])[CH2:2][CH3:3].C([O-])=O.[NH4+]. (4) The reactants are: [CH3:1][O:2][C:3]1[CH:37]=[C:36]([O:38][CH3:39])[CH:35]=[CH:34][C:4]=1[CH2:5][N:6]([C:29]1[S:33]N=[CH:31][N:30]=1)[S:7]([C:10]1[CH:19]=[CH:18][C:17]2[C:12](=[CH:13][CH:14]=[CH:15][C:16]=2[B:20]2[O:24][C:23]([CH3:26])([CH3:25])[C:22]([CH3:28])([CH3:27])[O:21]2)[CH:11]=1)(=[O:9])=[O:8].[CH3:40]OC1C=C(OC)C=CC=1CNC1SC=CN=1.COC1C=C(OC)C=CC=1CNC1SN=CN=1. Given the product [CH3:1][O:2][C:3]1[CH:37]=[C:36]([O:38][CH3:39])[CH:35]=[CH:34][C:4]=1[CH2:5][N:6]([C:29]1[S:33][CH:40]=[CH:31][N:30]=1)[S:7]([C:10]1[CH:19]=[CH:18][C:17]2[C:12](=[CH:13][CH:14]=[CH:15][C:16]=2[B:20]2[O:21][C:22]([CH3:27])([CH3:28])[C:23]([CH3:26])([CH3:25])[O:24]2)[CH:11]=1)(=[O:8])=[O:9], predict the reactants needed to synthesize it. (5) Given the product [O:7]=[C:6]([C:4]1[S:3][CH:2]=[CH:1][CH:5]=1)[CH2:8][CH2:9][CH2:10][N:13]1[CH2:14][CH2:15][C:16]2[C:21](=[CH:20][CH:19]=[CH:18][CH:17]=2)[CH2:12]1, predict the reactants needed to synthesize it. The reactants are: [CH:1]1[CH:5]=[C:4]([C:6]([CH2:8][CH2:9][CH2:10]Cl)=[O:7])[S:3][CH:2]=1.[CH2:12]1[C:21]2[C:16](=[CH:17][CH:18]=[CH:19][CH:20]=2)[CH2:15][CH2:14][NH:13]1. (6) Given the product [Si:1]([O:8][C@H:9]([C:81]1[C:86]2[O:87][CH2:88][C:89](=[O:91])[NH:90][C:85]=2[CH:84]=[C:83]([OH:92])[CH:82]=1)[CH2:10][NH:11][CH2:12][CH2:13][CH2:14][C:15]#[C:16][C:17]1[CH:18]=[CH:19][C:20]([NH:23][C:24]([C:26]2[CH:27]=[C:28]([S:32]([C:35]3[CH:36]=[C:37]4[C:42](=[C:43]([CH3:45])[CH:44]=3)[N:41]=[CH:40][C:39]([C:46]([NH2:48])=[O:47])=[C:38]4[NH:49][C:50]3[CH:55]=[CH:54][CH:53]=[C:52]([O:56][CH3:57])[CH:51]=3)(=[O:34])=[O:33])[CH:29]=[CH:30][CH:31]=2)=[O:25])=[CH:21][CH:22]=1)([C:4]([CH3:5])([CH3:7])[CH3:6])([CH3:3])[CH3:2], predict the reactants needed to synthesize it. The reactants are: [Si:1]([O:8][C@H:9](C1C=CC(O)=C2C=1C=CC(=O)N2)[CH2:10][NH:11][CH2:12][CH2:13][CH2:14][C:15]#[C:16][C:17]1[CH:22]=[CH:21][C:20]([NH:23][C:24]([C:26]2[CH:27]=[C:28]([S:32]([C:35]3[CH:36]=[C:37]4[C:42](=[C:43]([CH3:45])[CH:44]=3)[N:41]=[CH:40][C:39]([C:46]([NH2:48])=[O:47])=[C:38]4[NH:49][C:50]3[CH:55]=[CH:54][CH:53]=[C:52]([O:56][CH3:57])[CH:51]=3)(=[O:34])=[O:33])[CH:29]=[CH:30][CH:31]=2)=[O:25])=[CH:19][CH:18]=1)([C:4]([CH3:7])([CH3:6])[CH3:5])([CH3:3])[CH3:2].NC[C@@H]([C:81]1[C:86]2[O:87][CH2:88][C:89](=[O:91])[NH:90][C:85]=2[CH:84]=[C:83]([OH:92])[CH:82]=1)O[Si](C(C)(C)C)(C)C.